Dataset: Full USPTO retrosynthesis dataset with 1.9M reactions from patents (1976-2016). Task: Predict the reactants needed to synthesize the given product. (1) Given the product [CH3:1][O:2][C:3]1[N:8]=[C:7]2[C:9]([CH:22]=[O:24])=[CH:10][NH:11][C:6]2=[CH:5][CH:4]=1, predict the reactants needed to synthesize it. The reactants are: [CH3:1][O:2][C:3]1[N:8]=[C:7]2[CH:9]=[CH:10][NH:11][C:6]2=[CH:5][CH:4]=1.C1N2CN3CN(C2)CN1C3.[C:22](O)(=[O:24])C. (2) Given the product [O:10]([P:8]([NH:17][C:18]1[S:19][C:20]([C:23]([OH:25])=[O:24])=[CH:21][N:22]=1)([O:1][C:2]1[CH:7]=[CH:6][CH:5]=[CH:4][CH:3]=1)=[O:9])[C:11]1[CH:12]=[CH:13][CH:14]=[CH:15][CH:16]=1, predict the reactants needed to synthesize it. The reactants are: [O:1]([P:8]([NH:17][C:18]1[S:19][C:20]([C:23]([O:25]C)=[O:24])=[CH:21][N:22]=1)([O:10][C:11]1[CH:16]=[CH:15][CH:14]=[CH:13][CH:12]=1)=[O:9])[C:2]1[CH:7]=[CH:6][CH:5]=[CH:4][CH:3]=1.CO.[OH-].[K+].Cl. (3) Given the product [Br:1][C:2]1[S:3][C:4]2[C:10]([C:12]3[CH:13]=[CH:14][C:15]([Cl:18])=[CH:16][CH:17]=3)=[C:9]([CH2:19][C:20]([O:22][CH2:23][CH3:24])=[O:21])[C:8]([CH3:25])=[CH:7][C:5]=2[N:6]=1, predict the reactants needed to synthesize it. The reactants are: [Br:1][C:2]1[S:3][C:4]2[C:10]([C:12]3[CH:17]=[CH:16][C:15]([Cl:18])=[CH:14][CH:13]=3)(O)/[C:9](=[CH:19]/[C:20]([O:22][CH2:23][CH3:24])=[O:21])/[CH:8]([CH3:25])[CH2:7][C:5]=2[N:6]=1. (4) Given the product [CH2:1]([C:3]1[CH:8]=[CH:7][CH:6]=[C:5]([CH3:9])[C:4]=1[C:10]1[CH:15]=[CH:14][CH:13]=[C:12]([C:16]([O:18][CH3:19])=[O:17])[CH:11]=1)[CH:21]([CH3:23])[CH3:22], predict the reactants needed to synthesize it. The reactants are: [CH:1]([C:3]1[CH:8]=[CH:7][CH:6]=[C:5]([CH3:9])[C:4]=1[C:10]1[CH:15]=[CH:14][CH:13]=[C:12]([C:16]([O:18][CH3:19])=[O:17])[CH:11]=1)=O.[I-].[CH:21]([P+](C1C=CC=CC=1)(C1C=CC=CC=1)C1C=CC=CC=1)([CH3:23])[CH3:22]. (5) Given the product [CH3:1][O:2][C:3]1[CH:4]=[C:5]([NH:11][C:12]2[C:13]3[N:29]=[CH:28][S:27][C:14]=3[N:15]=[C:16]([N:18]3[CH2:23][CH2:22][CH2:21][CH:20]([C:24]([NH:30][C:31]4[CH:32]=[CH:33][C:34]([C:37]([O:39][CH3:40])=[O:38])=[N:35][CH:36]=4)=[O:25])[CH2:19]3)[N:17]=2)[CH:6]=[CH:7][C:8]=1[O:9][CH3:10], predict the reactants needed to synthesize it. The reactants are: [CH3:1][O:2][C:3]1[CH:4]=[C:5]([NH:11][C:12]2[C:13]3[N:29]=[CH:28][S:27][C:14]=3[N:15]=[C:16]([N:18]3[CH2:23][CH2:22][CH2:21][CH:20]([C:24](O)=[O:25])[CH2:19]3)[N:17]=2)[CH:6]=[CH:7][C:8]=1[O:9][CH3:10].[NH2:30][C:31]1[CH:32]=[CH:33][C:34]([C:37]([O:39][CH3:40])=[O:38])=[N:35][CH:36]=1.CN1C=CN=C1.CCN=C=NCCCN(C)C.